Dataset: Reaction yield outcomes from USPTO patents with 853,638 reactions. Task: Predict the reaction yield, written as a fraction of the theoretical maximum amount of product (1.0 means a 100% yield; for example, 0.34 means a 34% yield). (1) The reactants are [N+:1]([C:4]1[CH:9]=[CH:8][C:7]([OH:10])=[CH:6][CH:5]=1)([O-:3])=[O:2].C([O-])([O-])=O.[K+].[K+].Br.[N:18]1[CH:23]=[CH:22][CH:21]=[CH:20][C:19]=1[CH2:24]Br. The catalyst is CC(C)=O. The yield is 0.950. The product is [N+:1]([C:4]1[CH:9]=[CH:8][C:7]([O:10][CH2:24][C:19]2[CH:20]=[CH:21][CH:22]=[CH:23][N:18]=2)=[CH:6][CH:5]=1)([O-:3])=[O:2]. (2) The reactants are [Br:1][C:2]1[CH:3]=[C:4]([N+:13]([O-])=O)[C:5]([CH3:12])=[C:6]([CH:11]=1)[C:7]([O:9][CH3:10])=[O:8].[Cl-].[NH4+]. The catalyst is C(O)C.C(=O)(O)[O-].[Fe]. The product is [NH2:13][C:4]1[C:5]([CH3:12])=[C:6]([CH:11]=[C:2]([Br:1])[CH:3]=1)[C:7]([O:9][CH3:10])=[O:8]. The yield is 0.894. (3) The reactants are C([O:3][C:4]1[CH2:9][O:8][CH2:7][C:6]([C:11]2[CH:12]=[C:13]([NH:17][C:18]([C:20]3[C:25]([F:26])=[CH:24][C:23]([F:27])=[CH:22][N:21]=3)=[O:19])[CH:14]=[CH:15][CH:16]=2)([CH3:10])[N:5]=1)C.[Cl-].[NH4+]. The catalyst is CO. The product is [CH3:10][C:6]1([C:11]2[CH:12]=[C:13]([NH:17][C:18]([C:20]3[C:25]([F:26])=[CH:24][C:23]([F:27])=[CH:22][N:21]=3)=[O:19])[CH:14]=[CH:15][CH:16]=2)[CH2:7][O:8][CH2:9][C:4](=[O:3])[NH:5]1. The yield is 0.380. (4) The reactants are S(Cl)([Cl:4])(=O)=O.[Cl:6][C:7]1[CH:8]=[C:9]([C:13]2[O:17][N:16]=[C:15]([CH2:18][O:19][S:20]([CH3:23])(=[O:22])=[O:21])[CH:14]=2)[CH:10]=[CH:11][CH:12]=1. The catalyst is ClCCl. The product is [Cl:4][C:14]1[C:15]([CH2:18][O:19][S:20]([CH3:23])(=[O:22])=[O:21])=[N:16][O:17][C:13]=1[C:9]1[CH:10]=[CH:11][CH:12]=[C:7]([Cl:6])[CH:8]=1. The yield is 0.970. (5) The reactants are [H-].[Na+].[CH3:3][N:4]([CH3:17])[C:5]([C:7]1[CH:8]=[C:9]2[C:13](=[CH:14][CH:15]=1)[NH:12][C:11](=[O:16])[CH2:10]2)=[O:6].Cl[C:19]1[C:28]2[C:23](=[CH:24][C:25]([O:29][CH2:30][CH2:31][CH2:32][N:33]3[CH2:38][CH2:37][O:36][CH2:35][CH2:34]3)=[CH:26][CH:27]=2)[N:22]=[CH:21][N:20]=1. The catalyst is CN(C)C=O. The product is [CH3:3][N:4]([CH3:17])[C:5]([C:7]1[CH:8]=[C:9]2[C:13](=[CH:14][CH:15]=1)[NH:12][C:11](=[O:16])[CH:10]2[C:19]1[C:28]2[C:23](=[CH:24][C:25]([O:29][CH2:30][CH2:31][CH2:32][N:33]3[CH2:38][CH2:37][O:36][CH2:35][CH2:34]3)=[CH:26][CH:27]=2)[N:22]=[CH:21][N:20]=1)=[O:6]. The yield is 0.600. (6) The reactants are [N+:1]([C:4]1[CH:5]=[N:6][CH:7]=[CH:8][C:9]=1[N:10]1[CH2:15][CH2:14][CH2:13][C@H:12]([NH:16][C:17](=[O:23])[O:18][C:19]([CH3:22])([CH3:21])[CH3:20])[CH2:11]1)([O-])=O.[NH4+].[Cl-].CCO. The catalyst is [Fe].O. The product is [NH2:1][C:4]1[CH:5]=[N:6][CH:7]=[CH:8][C:9]=1[N:10]1[CH2:15][CH2:14][CH2:13][C@H:12]([NH:16][C:17](=[O:23])[O:18][C:19]([CH3:21])([CH3:20])[CH3:22])[CH2:11]1. The yield is 0.934. (7) The reactants are [O:1]=[C:2]1[C:6]2[CH:7]=[CH:8][CH:9]=[CH:10][C:5]=2[S:4][N:3]1[CH2:11][C:12]([O:14]C)=[O:13]. The catalyst is Cl.O. The product is [O:1]=[C:2]1[C:6]2[CH:7]=[CH:8][CH:9]=[CH:10][C:5]=2[S:4][N:3]1[CH2:11][C:12]([OH:14])=[O:13]. The yield is 0.980. (8) The reactants are [Cl:1][C:2]1[NH:6][C:5]2[CH:7]=[CH:8][CH:9]=[CH:10][C:4]=2[N:3]=1.[OH-].[Na+].[Cl:13][CH2:14][CH2:15][CH2:16][CH2:17][CH2:18]Br. The catalyst is [Br-].C([N+](CCCC)(CCCC)CCCC)CCC.ClCCl. The product is [Cl:13][CH2:14][CH2:15][CH2:16][CH2:17][CH2:18][N:3]1[C:4]2[CH:10]=[CH:9][CH:8]=[CH:7][C:5]=2[N:6]=[C:2]1[Cl:1]. The yield is 0.625. (9) The reactants are [Na:1].C(C1(C[CH2:15][O:16][C:17]2[CH:22]=[CH:21][N:20]=[C:19]([CH2:23][S:24]([C:26]3[NH:30][C:29]4[CH:31]=[CH:32][CH:33]=[CH:34][C:28]=4[N:27]=3)=[O:25])[C:18]=2[CH3:35])OCC2(OCCO2)CO1)C.ClC1C=CC=C(C(OO)=O)C=1.[O:47]1[C:51]2([CH2:56][CH2:55][CH2:54][CH2:53][CH2:52]2)[O:50][CH2:49][CH:48]1CO. No catalyst specified. The product is [Na:1].[O:47]1[C:51]2([CH2:56][CH2:55][CH2:54][CH2:53][CH2:52]2)[O:50][CH2:49][C@@H:48]1[CH2:15][O:16][C:17]1[CH:22]=[CH:21][N:20]=[C:19]([CH2:23][S:24]([C:26]2[NH:27][C:28]3[CH:34]=[CH:33][CH:32]=[CH:31][C:29]=3[N:30]=2)=[O:25])[C:18]=1[CH3:35]. The yield is 0.168.